This data is from Experimentally validated miRNA-target interactions with 360,000+ pairs, plus equal number of negative samples. The task is: Binary Classification. Given a miRNA mature sequence and a target amino acid sequence, predict their likelihood of interaction. (1) The protein sequence of the target gene is MSDKSDLKAELERKKQRLAQIREEKKRKEEERKKKEADMQQKKEPVQDDSDLDRKRRETEALLQSIGISPEPPLVPTPMSPSSKSVSTPSDAGSQDSGDLGPLTRTLQWDTDPSVLQLQSDSELGRRLHKLGVSKVTQVDFLPREVVSYSKETQTPLATHQSEEDEEDEEMVEPKIGHDSELENQEKKQETKEAPPRELTEEEKQQILHSEEFLIFFDRTIRVIERALAEDSDIFFDYSGRELEEKDGDVQAGANLSFNRQFYDEHWSKHRVVTCMDWSLQYPELMVASYSNNEDAPHEP.... Result: 0 (no interaction). The miRNA is rno-miR-25-3p with sequence CAUUGCACUUGUCUCGGUCUGA. (2) The miRNA is mmu-miR-193a-3p with sequence AACUGGCCUACAAAGUCCCAGU. The protein sequence of the target gene is MKDRTQELRTAKDSDDDDDVTVTVDRDRFMDEFFEQVEEIRGFIDKIAENVEEVKRKHSAILASPNPDEKTKEELEELMSDIKKTANKVRSKLKSIEQSIEQEEGLNRSSADLRIRKTQHSTLSRKFVEVMSEYNATQSDYRERCKGRIQRQLEITGRTTTSEELEDMLESGNPAIFASGIIMDSSISKQALSEIETRHSEIIKLENSIRELHDMFMDMAMLVESQGEMIDRIEYNVEHAVDYVERAVSDTKKAVKYQSKARRKKIMIIICCVILGIIIASTIGGIFG. Result: 0 (no interaction). (3) The miRNA is hsa-miR-335-5p with sequence UCAAGAGCAAUAACGAAAAAUGU. The protein sequence of the target gene is MQDEERYMTLNVQSKKRSSAQTSQLTFKDYSVTLHWYKILLGISGTVNGILTLTLISLILLVSQGVLLKCQKGSCSNATQYEDTGDLKVNNGTRRNISNKDLCASRSADQTVLCQSEWLKYQGKCYWFSNEMKSWSDSYVYCLERKSHLLIIHDQLEMAFIQKNLRQLNYVWIGLNFTSLKMTWTWVDGSPIDSKIFFIKGPAKENSCAAIKESKIFSETCSSVFKWICQY. Result: 1 (interaction). (4) The miRNA is hsa-miR-6832-5p with sequence AGUAGAGAGGAAAAGUUAGGGUC. The protein sequence of the target gene is MGLGPVFLLLAGIFPFAPPGAAAEPHSLRYNLTVLSWDGSVQSGFLTEVHLDGQPFLRCDRQKCRAKPQGQWAEDVLGNKTWDRETRDLTGNGKDLRMTLAHIKDQKEGLHSLQEIRVCEIHEDNSTRSSQHFYYDGELFLSQNLETKEWTMPQSSRAQTLAMNVRNFLKEDAMKTKTHYHAMHADCLQELRRYLKSGVVLRRTVPPMVNVTRSEASEGNITVTCRASGFYPWNITLSWRQDGVSLSHDTQQWGDVLPDGNGTYQTWVATRICQGEEQRFTCYMEHSGNHSTHPVPSGKV.... Result: 1 (interaction).